This data is from Forward reaction prediction with 1.9M reactions from USPTO patents (1976-2016). The task is: Predict the product of the given reaction. Given the reactants C(Cl)(=O)C(Cl)=O.CS(C)=O.C(N(CC)CC)C.[C:18]([O:22][C:23]([N:25]1[CH2:30][CH2:29][N:28]([CH2:31][C:32]2[CH:37]=[CH:36][CH:35]=[CH:34][CH:33]=2)[CH2:27][C@@H:26]1[CH2:38][CH2:39][OH:40])=[O:24])([CH3:21])([CH3:20])[CH3:19], predict the reaction product. The product is: [C:18]([O:22][C:23]([N:25]1[CH2:30][CH2:29][N:28]([CH2:31][C:32]2[CH:33]=[CH:34][CH:35]=[CH:36][CH:37]=2)[CH2:27][C@@H:26]1[CH2:38][CH:39]=[O:40])=[O:24])([CH3:21])([CH3:20])[CH3:19].